From a dataset of Peptide-MHC class I binding affinity with 185,985 pairs from IEDB/IMGT. Regression. Given a peptide amino acid sequence and an MHC pseudo amino acid sequence, predict their binding affinity value. This is MHC class I binding data. (1) The peptide sequence is REAACCHLA. The MHC is HLA-B40:02 with pseudo-sequence HLA-B40:02. The binding affinity (normalized) is 0.577. (2) The peptide sequence is YVRGYLRGY. The MHC is HLA-B08:01 with pseudo-sequence HLA-B08:01. The binding affinity (normalized) is 0.0847.